Dataset: NCI-60 drug combinations with 297,098 pairs across 59 cell lines. Task: Regression. Given two drug SMILES strings and cell line genomic features, predict the synergy score measuring deviation from expected non-interaction effect. Cell line: SK-OV-3. Drug 2: C1=CC(=C2C(=C1NCCNCCO)C(=O)C3=C(C=CC(=C3C2=O)O)O)NCCNCCO. Drug 1: CC(C1=C(C=CC(=C1Cl)F)Cl)OC2=C(N=CC(=C2)C3=CN(N=C3)C4CCNCC4)N. Synergy scores: CSS=59.7, Synergy_ZIP=6.35, Synergy_Bliss=5.97, Synergy_Loewe=-16.1, Synergy_HSA=6.67.